Task: Predict the reactants needed to synthesize the given product.. Dataset: Full USPTO retrosynthesis dataset with 1.9M reactions from patents (1976-2016) (1) Given the product [Cl:25][C:24]1[C:19]([C:12]2[CH:13]=[CH:14][C:9]([CH:7]=[O:8])=[CH:10][CH:11]=2)=[N:20][CH:21]=[C:22]([CH:26]=[CH2:27])[CH:23]=1, predict the reactants needed to synthesize it. The reactants are: C([O-])([O-])=O.[Na+].[Na+].[CH:7]([C:9]1[CH:14]=[CH:13][C:12](B(O)O)=[CH:11][CH:10]=1)=[O:8].Cl[C:19]1[C:24]([Cl:25])=[CH:23][C:22]([CH:26]=[CH2:27])=[CH:21][N:20]=1. (2) Given the product [CH2:40]([O:39][C:35](=[O:38])[CH:36]([NH2:4])[CH2:37][CH2:19][C:17]1[CH:16]=[C:15]([CH3:34])[N:14]=[C:13]([N:8]2[CH:12]=[CH:11][N:10]=[CH:9]2)[N:18]=1)[CH3:41], predict the reactants needed to synthesize it. The reactants are: C([NH:4]C(C)C)(C)C.[N:8]1([C:13]2[N:18]=[C:17]([CH2:19]N=C(C3C=CC=CC=3)C3C=CC=CC=3)[CH:16]=[C:15]([CH3:34])[N:14]=2)[CH:12]=[CH:11][N:10]=[CH:9]1.[C:35]([O:39][CH2:40][CH3:41])(=[O:38])[CH:36]=[CH2:37].Cl.